Dataset: Forward reaction prediction with 1.9M reactions from USPTO patents (1976-2016). Task: Predict the product of the given reaction. (1) Given the reactants [CH3:1][O:2][C:3](=[O:22])[CH2:4][C:5]1[CH:10]=[CH:9][C:8]([O:11][CH3:12])=[C:7](B2OC(C)(C)C(C)(C)O2)[CH:6]=1.Br[C:24]1[CH:31]=[CH:30][C:29]([C:32]([F:35])([F:34])[F:33])=[CH:28][C:25]=1[CH:26]=[O:27].C(=O)([O-])[O-].[K+].[K+].C(Cl)Cl, predict the reaction product. The product is: [CH3:1][O:2][C:3](=[O:22])[CH2:4][C:5]1[CH:6]=[C:7]([C:24]2[CH:31]=[CH:30][C:29]([C:32]([F:35])([F:34])[F:33])=[CH:28][C:25]=2[CH:26]=[O:27])[C:8]([O:11][CH3:12])=[CH:9][CH:10]=1. (2) Given the reactants C(OC([NH:8][CH2:9][C:10]([O:12][C@H:13]1[CH2:18][CH2:17][CH2:16][CH2:15][C@@H:14]1[NH:19][C:20]1[CH:25]=[C:24]([N:26]2[C:34]3[CH2:33][C:32]([CH3:36])([CH3:35])[CH2:31][C:30](=[O:37])[C:29]=3[C:28]([CH3:38])=[CH:27]2)[CH:23]=[C:22]([F:39])[C:21]=1[C:40](=[O:42])[NH2:41])=[O:11])=O)(C)(C)C.Cl, predict the reaction product. The product is: [NH2:8][CH2:9][C:10]([O:12][C@H:13]1[CH2:18][CH2:17][CH2:16][CH2:15][C@@H:14]1[NH:19][C:20]1[CH:25]=[C:24]([N:26]2[C:34]3[CH2:33][C:32]([CH3:35])([CH3:36])[CH2:31][C:30](=[O:37])[C:29]=3[C:28]([CH3:38])=[CH:27]2)[CH:23]=[C:22]([F:39])[C:21]=1[C:40](=[O:42])[NH2:41])=[O:11].